From a dataset of Full USPTO retrosynthesis dataset with 1.9M reactions from patents (1976-2016). Predict the reactants needed to synthesize the given product. Given the product [NH2:26][C:25]1[CH:24]=[C:23]([CH3:29])[CH:22]=[C:21]([CH3:30])[C:20]=1[S:17]([NH:16][C@@H:14]([CH3:15])[CH2:13][N:6]1[C:7]2[C:12](=[CH:11][CH:10]=[CH:9][CH:8]=2)[C:4]([CH2:3][C:1]#[N:2])=[CH:5]1)(=[O:19])=[O:18], predict the reactants needed to synthesize it. The reactants are: [C:1]([CH2:3][C:4]1[C:12]2[C:7](=[CH:8][CH:9]=[CH:10][CH:11]=2)[N:6]([CH2:13][C@@H:14]([NH:16][S:17]([C:20]2[C:25]([N+:26]([O-])=O)=[CH:24][C:23]([CH3:29])=[CH:22][C:21]=2[CH3:30])(=[O:19])=[O:18])[CH3:15])[CH:5]=1)#[N:2].Cl.